Predict the reactants needed to synthesize the given product. From a dataset of Full USPTO retrosynthesis dataset with 1.9M reactions from patents (1976-2016). (1) Given the product [N:35]1([C:33]([C:32]2[CH:39]=[CH:40][C:41]([O:27][C:25]3[CH:24]=[C:14]([CH:13]=[C:12]([O:11][C@@H:10]([CH3:28])[CH2:9][OH:8])[CH:26]=3)[C:15]([NH:17][C:18]3[CH:22]=[CH:21][N:20]([CH3:23])[N:19]=3)=[O:16])=[C:30]([Cl:29])[CH:31]=2)=[O:34])[CH2:38][CH2:37][CH2:36]1, predict the reactants needed to synthesize it. The reactants are: [Si]([O:8][CH2:9][C@H:10]([CH3:28])[O:11][C:12]1[CH:13]=[C:14]([CH:24]=[C:25]([OH:27])[CH:26]=1)[C:15]([NH:17][C:18]1[CH:22]=[CH:21][N:20]([CH3:23])[N:19]=1)=[O:16])(C(C)(C)C)(C)C.[Cl:29][C:30]1[CH:31]=[C:32]([CH:39]=[CH:40][C:41]=1F)[C:33]([N:35]1[CH2:38][CH2:37][CH2:36]1)=[O:34].C(=O)([O-])[O-].[K+].[K+]. (2) Given the product [F:50][C:51]1[CH:59]=[C:58]2[C:54]([CH2:55][CH2:56][CH:57]2[NH:60][C:32](=[O:34])/[C:31](=[CH:35]/[C:36]2[CH:41]=[CH:40][C:39]([N:42]3[CH:46]=[C:45]([CH3:47])[N:44]=[CH:43]3)=[C:38]([O:48][CH3:49])[CH:37]=2)/[CH2:30][CH2:29][CH2:28][Cl:27])=[CH:53][CH:52]=1, predict the reactants needed to synthesize it. The reactants are: C(N(C(C)C)CC)(C)C.C1C=CC2N(O)N=NC=2C=1.FC(F)(F)C(O)=O.[Cl:27][CH2:28][CH2:29][CH2:30]/[C:31](=[CH:35]\[C:36]1[CH:41]=[CH:40][C:39]([N:42]2[CH:46]=[C:45]([CH3:47])[N:44]=[CH:43]2)=[C:38]([O:48][CH3:49])[CH:37]=1)/[C:32]([OH:34])=O.[F:50][C:51]1[CH:59]=[C:58]2[C:54]([CH2:55][CH2:56][CH:57]2[NH2:60])=[CH:53][CH:52]=1.C(=O)(O)[O-].[Na+]. (3) Given the product [F:19][C:18]([F:21])([F:20])[O:17][C:13]1[CH:12]=[C:11]([C:8]2[N:6]3[N:7]=[C:2]([O:29][CH:22]4[CH2:23][CH2:24][CH:25]([OH:33])[CH2:26][CH2:27]4)[CH:3]=[CH:4][C:5]3=[N:10][CH:9]=2)[CH:16]=[CH:15][CH:14]=1, predict the reactants needed to synthesize it. The reactants are: Cl[C:2]1[CH:3]=[CH:4][C:5]2[N:6]([C:8]([C:11]3[CH:16]=[CH:15][CH:14]=[C:13]([O:17][C:18]([F:21])([F:20])[F:19])[CH:12]=3)=[CH:9][N:10]=2)[N:7]=1.[C:22]1([OH:29])(O)[CH2:27][CH2:26][CH2:25][CH2:24][CH2:23]1.CC(C)([O-:33])C.[K+].C1C=CC(P(C2C(C3C(P(C4C=CC=CC=4)C4C=CC=CC=4)=CC=C4C=3C=CC=C4)=C3C(C=CC=C3)=CC=2)C2C=CC=CC=2)=CC=1. (4) Given the product [CH:1]1([CH:7]([NH:27][C:28]2[CH:29]=[CH:30][C:31]([C:34]([N:36]([CH3:44])[CH2:37][CH2:38][C:39]([OH:41])=[O:40])=[O:35])=[CH:32][CH:33]=2)[C:9]2[C:10]([CH2:24][CH2:25][CH3:26])=[N:11][N:12]([C:14]3[CH:19]=[CH:18][C:17]([C:20]([F:23])([F:22])[F:21])=[CH:16][N:15]=3)[CH:13]=2)[CH2:6][CH2:5][CH2:4][CH2:3][CH2:2]1, predict the reactants needed to synthesize it. The reactants are: [CH:1]1([CH:7]([C:9]2[C:10]([CH2:24][CH2:25][CH3:26])=[N:11][N:12]([C:14]3[CH:19]=[CH:18][C:17]([C:20]([F:23])([F:22])[F:21])=[CH:16][N:15]=3)[CH:13]=2)O)[CH2:6][CH2:5][CH2:4][CH2:3][CH2:2]1.[NH2:27][C:28]1[CH:33]=[CH:32][C:31]([C:34]([N:36]([CH3:44])[CH2:37][CH2:38][C:39]([O:41]CC)=[O:40])=[O:35])=[CH:30][CH:29]=1. (5) Given the product [Cl:19][C:20]1[C:21]([O:18][C:15]2[CH:16]=[C:17]3[C:12](=[CH:13][CH:14]=2)[N:11]=[CH:10][N:9]=[C:8]3[NH:7][C:4]2[CH:5]=[CH:6][N:2]([CH3:1])[N:3]=2)=[N:22][CH:23]=[C:24]([CH:36]=1)[C:25]([N:27]([CH3:35])[CH2:28][CH2:29][N:30]1[CH2:34][CH2:33][CH2:32][CH2:31]1)=[O:26], predict the reactants needed to synthesize it. The reactants are: [CH3:1][N:2]1[CH:6]=[CH:5][C:4]([NH:7][C:8]2[C:17]3[C:12](=[CH:13][CH:14]=[C:15]([OH:18])[CH:16]=3)[N:11]=[CH:10][N:9]=2)=[N:3]1.[Cl:19][C:20]1[C:21](Cl)=[N:22][CH:23]=[C:24]([CH:36]=1)[C:25]([N:27]([CH3:35])[CH2:28][CH2:29][N:30]1[CH2:34][CH2:33][CH2:32][CH2:31]1)=[O:26]. (6) Given the product [C:1]([O:5][C:6]([C:8]1[O:9][C:10]2[CH:17]=[CH:16][C:15]([C:21]#[N:22])=[C:14]([O:19][CH3:20])[C:11]=2[C:12]=1[CH3:13])=[O:7])([CH3:4])([CH3:3])[CH3:2], predict the reactants needed to synthesize it. The reactants are: [C:1]([O:5][C:6]([C:8]1[O:9][C:10]2[CH:17]=[CH:16][C:15](I)=[C:14]([O:19][CH3:20])[C:11]=2[C:12]=1[CH3:13])=[O:7])([CH3:4])([CH3:3])[CH3:2].[CH3:21][N:22](C=O)C. (7) Given the product [CH2:21]([O:17][CH2:14][C:13](=[O:12])[CH:15]=[C:4]1[CH2:9][CH2:8][N:7]([C:10]([O:12][C:13]([CH3:16])([CH3:15])[CH3:14])=[O:11])[CH2:6][CH2:5]1)[C:20]1[CH:9]=[CH:4][CH:5]=[CH:18][CH:19]=1, predict the reactants needed to synthesize it. The reactants are: [H-].[Na+].O=[C:4]1[CH2:9][CH2:8][N:7]([C:10]([O:12][C:13]([CH3:16])([CH3:15])[CH3:14])=[O:11])[CH2:6][CH2:5]1.[O:17]1[CH2:21][CH2:20][CH2:19][CH2:18]1.